This data is from Full USPTO retrosynthesis dataset with 1.9M reactions from patents (1976-2016). The task is: Predict the reactants needed to synthesize the given product. Given the product [CH2:1]([O:3][C:4](=[O:15])[C:5]([C:12](=[O:14])[CH2:13][CH2:27][C:28]#[N:29])([CH3:11])[CH2:6][CH:7]=[C:8]([CH3:9])[CH3:10])[CH3:2], predict the reactants needed to synthesize it. The reactants are: [CH2:1]([O:3][C:4](=[O:15])[C:5]([C:12](=[O:14])[CH3:13])([CH3:11])[CH2:6][CH:7]=[C:8]([CH3:10])[CH3:9])[CH3:2].C[Si]([N-][Si](C)(C)C)(C)C.[Li+].Br[CH2:27][C:28]#[N:29].[O-2].[Al+3].[O-2].[O-2].[Al+3].